This data is from NCI-60 drug combinations with 297,098 pairs across 59 cell lines. The task is: Regression. Given two drug SMILES strings and cell line genomic features, predict the synergy score measuring deviation from expected non-interaction effect. (1) Cell line: RXF 393. Drug 1: CC12CCC3C(C1CCC2=O)CC(=C)C4=CC(=O)C=CC34C. Drug 2: CC1C(C(CC(O1)OC2CC(OC(C2O)C)OC3=CC4=CC5=C(C(=O)C(C(C5)C(C(=O)C(C(C)O)O)OC)OC6CC(C(C(O6)C)O)OC7CC(C(C(O7)C)O)OC8CC(C(C(O8)C)O)(C)O)C(=C4C(=C3C)O)O)O)O. Synergy scores: CSS=32.1, Synergy_ZIP=1.61, Synergy_Bliss=5.43, Synergy_Loewe=6.20, Synergy_HSA=5.93. (2) Drug 1: CC12CCC3C(C1CCC2=O)CC(=C)C4=CC(=O)C=CC34C. Drug 2: CN(C)C1=NC(=NC(=N1)N(C)C)N(C)C. Cell line: NCI/ADR-RES. Synergy scores: CSS=23.8, Synergy_ZIP=0.242, Synergy_Bliss=2.61, Synergy_Loewe=-37.6, Synergy_HSA=1.48.